Dataset: Full USPTO retrosynthesis dataset with 1.9M reactions from patents (1976-2016). Task: Predict the reactants needed to synthesize the given product. (1) Given the product [CH3:22][O:21][CH2:20][CH2:19][CH2:18][N:16]([CH3:17])[C:10]1[C:9]2[C:13](=[CH:14][CH:15]=[C:7]([CH:2]=[O:1])[CH:8]=2)[NH:12][N:11]=1, predict the reactants needed to synthesize it. The reactants are: [O:1]1CCCO[CH:2]1[C:7]1[CH:8]=[C:9]2[C:13](=[CH:14][CH:15]=1)[NH:12][N:11]=[C:10]2[N:16]([CH2:18][CH2:19][CH2:20][O:21][CH3:22])[CH3:17].Cl. (2) Given the product [C:1]([O:5][C:6]([N:8]([CH3:28])[C@@H:9]1[CH2:14][CH2:13][CH2:12][N:11]([C:15]([O:17][CH2:18][C:19]2[CH:24]=[CH:23][CH:22]=[CH:21][CH:20]=2)=[O:16])[CH2:10]1)=[O:7])([CH3:4])([CH3:2])[CH3:3], predict the reactants needed to synthesize it. The reactants are: [C:1]([O:5][C:6]([NH:8][C@@H:9]1[CH2:14][CH2:13][CH2:12][N:11]([C:15]([O:17][CH2:18][C:19]2[CH:24]=[CH:23][CH:22]=[CH:21][CH:20]=2)=[O:16])[CH2:10]1)=[O:7])([CH3:4])([CH3:3])[CH3:2].[H-].[Na+].I[CH3:28].O. (3) Given the product [O:21]=[C:16]1[CH2:17][CH2:18][C:19](=[O:20])[N:15]1[O:12][C:11](=[O:13])[CH2:10][N:4]1[CH:3]([CH3:2])[CH2:8][CH2:7][CH2:6][CH:5]1[CH3:9], predict the reactants needed to synthesize it. The reactants are: Cl.[CH3:2][CH:3]1[CH2:8][CH2:7][CH2:6][CH:5]([CH3:9])[N:4]1[CH2:10][C:11]([OH:13])=[O:12].O[N:15]1[C:19](=[O:20])[CH2:18][CH2:17][C:16]1=[O:21]. (4) Given the product [ClH:22].[Cl:22][C:23]1[C:35]([CH2:36][N:37]2[CH2:41][CH2:40][CH2:39][CH2:38]2)=[CH:34][CH:33]=[CH:32][C:24]=1[O:25][C@H:26]1[CH2:29][C@H:10]([CH2:9][N:8]([CH3:12])[C:6]([CH:16]2[CH2:15][CH2:14][O:13][CH2:18][CH2:17]2)=[O:7])[CH2:27]1, predict the reactants needed to synthesize it. The reactants are: C1N=CN([C:6]([N:8]2[CH:12]=N[CH:10]=[CH:9]2)=[O:7])C=1.[O:13]1[CH2:18][CH2:17][CH:16](C(O)=O)[CH2:15][CH2:14]1.[Cl:22][C:23]1[C:35]([CH2:36][N:37]2[CH2:41][CH2:40][CH2:39][CH2:38]2)=[CH:34][CH:33]=[CH:32][C:24]=1[O:25][C@H:26]1[CH2:29][C@H](CN)[CH2:27]1. (5) The reactants are: [C:1]([C:3]1[CH:8]=[CH:7][N:6]=[C:5]([N:9]2[C:16]3[C@@H:15]4[CH2:17][C@@H:14]4[CH2:13][C:12]=3[C:11]([C:18](O)=[O:19])=[N:10]2)[CH:4]=1)#[N:2].[NH2:21][C:22]([CH3:27])([CH2:25][OH:26])[CH2:23][OH:24].C(N(CC)CC)C.CN(C(ON1N=NC2C=CC=NC1=2)=[N+](C)C)C.F[P-](F)(F)(F)(F)F. Given the product [OH:24][CH2:23][C:22]([NH:21][C:18]([C:11]1[C:12]2[CH2:13][C@H:14]3[CH2:17][C@H:15]3[C:16]=2[N:9]([C:5]2[CH:4]=[C:3]([C:1]#[N:2])[CH:8]=[CH:7][N:6]=2)[N:10]=1)=[O:19])([CH2:25][OH:26])[CH3:27], predict the reactants needed to synthesize it. (6) Given the product [CH3:16][O:17][CH2:18][CH2:19][N:20]([CH3:28])[C:21]1[N:22]=[CH:23][C:24]([NH:27][C:13]([C:3]2[N:4]=[N:5][NH:6][CH:2]=2)=[O:15])=[CH:25][CH:26]=1, predict the reactants needed to synthesize it. The reactants are: C[C:2]1[C:3]([C:13]([OH:15])=O)=[N:4][N:5](C2C=CC=CC=2)[N:6]=1.[CH3:16][O:17][CH2:18][CH2:19][N:20]([CH3:28])[C:21]1[CH:26]=[CH:25][C:24]([NH2:27])=[CH:23][N:22]=1.